The task is: Predict the reactants needed to synthesize the given product.. This data is from Full USPTO retrosynthesis dataset with 1.9M reactions from patents (1976-2016). (1) Given the product [Br:22][C:14]1[N:13]=[C:12]([N:3]2[C:2](=[O:1])[C:10]3[C:5](=[CH:6][CH:7]=[CH:8][CH:9]=3)[C:4]2=[O:11])[CH:17]=[CH:16][C:15]=1[CH3:18], predict the reactants needed to synthesize it. The reactants are: [O:1]=[C:2]1[C:10]2[C:5](=[CH:6][CH:7]=[CH:8][CH:9]=2)[C:4](=[O:11])[N:3]1[C:12]1[CH:17]=[CH:16][C:15]([CH3:18])=[CH:14][N+:13]=1[O-].P(Br)(Br)([Br:22])=O.C([O-])([O-])=O.[Na+].[Na+]. (2) Given the product [CH3:14][S:11]([O:10][C:6]1[CH:5]=[C:4]([CH:9]=[CH:8][CH:7]=1)[C:3]([OH:15])=[O:2])(=[O:13])=[O:12], predict the reactants needed to synthesize it. The reactants are: C[O:2][C:3](=[O:15])[C:4]1[CH:9]=[CH:8][CH:7]=[C:6]([O:10][S:11]([CH3:14])(=[O:13])=[O:12])[CH:5]=1.[OH-].[Na+]. (3) Given the product [F:49][C:46]1[CH:47]=[CH:48][C:43]([CH2:42][N:38]2[CH2:37][CH2:36][C:35]3[C:40](=[C:31]([OH:18])[C:32](=[O:60])[N:33]([CH2:56][CH:57]([CH3:59])[CH3:58])[C:34]=3[C:51]([N:53]([CH3:54])[CH3:55])=[O:52])[C:39]2=[O:41])=[CH:44][CH:45]=1, predict the reactants needed to synthesize it. The reactants are: FC1C=CC(CN2CCC3C(=C(O)C(=O)N(C(C)C)C=3C(N(C)C)=[O:18])C2=O)=CC=1.N[C:31]1[C:32](=[O:60])[N:33]([CH2:56][CH:57]([CH3:59])[CH3:58])[C:34]([C:51]([N:53]([CH3:55])[CH3:54])=[O:52])=[C:35]2[C:40]=1[C:39](=[O:41])[N:38]([CH2:42][C:43]1[CH:48]=[CH:47][C:46]([F:49])=[C:45](Cl)[CH:44]=1)[CH2:37][CH2:36]2.